From a dataset of Forward reaction prediction with 1.9M reactions from USPTO patents (1976-2016). Predict the product of the given reaction. (1) Given the reactants C(OC(=O)C(N)(C1C=CC2C(=CC=C(O[C@H]3CC[C@H](C(C)(C)C)CC3)C=2)N=1)C)C.C(O)(C(F)(F)F)=O.[CH2:37]([O:39][C:40](=[O:71])[C:41]([C:46]1[CH:55]=[CH:54][C:53]2[C:48](=[CH:49][CH:50]=[C:51]([O:60][C@H:61]3[CH2:66][CH2:65][C@H:64]([C:67]([CH3:70])([CH3:69])[CH3:68])[CH2:63][CH2:62]3)[C:52]=2[C:56]([F:59])([F:58])[F:57])[N:47]=1)([N+:43]([O-])=O)[CH3:42])[CH3:38], predict the reaction product. The product is: [CH2:37]([O:39][C:40](=[O:71])[C:41]([NH2:43])([C:46]1[CH:55]=[CH:54][C:53]2[C:48](=[CH:49][CH:50]=[C:51]([O:60][C@H:61]3[CH2:62][CH2:63][C@H:64]([C:67]([CH3:70])([CH3:69])[CH3:68])[CH2:65][CH2:66]3)[C:52]=2[C:56]([F:57])([F:59])[F:58])[N:47]=1)[CH3:42])[CH3:38]. (2) Given the reactants [F:1][C:2]1[CH:3]=[C:4]([C@H:8]([N:12]2[C:20]3[C:15](=[CH:16][CH:17]=[CH:18][CH:19]=3)[C:14]3([CH2:25][CH2:24][CH2:23][CH2:22][CH2:21]3)[C:13]2=[O:26])[CH2:9][CH2:10]O)[CH:5]=[CH:6][CH:7]=1.C1(C)C(S(Cl)(=O)=O)=CC=CC=1.[N:38]1C=CC=C[CH:39]=1, predict the reaction product. The product is: [F:1][C:2]1[CH:3]=[C:4]([C@H:8]([N:12]2[C:20]3[C:15](=[CH:16][CH:17]=[CH:18][CH:19]=3)[C:14]3([CH2:25][CH2:24][CH2:23][CH2:22][CH2:21]3)[C:13]2=[O:26])[CH2:9][CH2:10][NH:38][CH3:39])[CH:5]=[CH:6][CH:7]=1. (3) The product is: [CH2:26]([S:23]([C:20]1[N:21]=[CH:22][C:17]([O:10][C:8]2[CH:9]=[C:4]([CH:5]=[C:6]([O:28][CH:29]([CH3:33])[CH2:30][O:31][CH3:32])[CH:7]=2)[C:3]([NH:34][C:35]2[CH:39]=[CH:38][NH:37][N:36]=2)=[O:15])=[CH:18][CH:19]=1)(=[O:25])=[O:24])[CH3:27]. Given the reactants CO[C:3](=[O:15])[C:4]1[CH:9]=[C:8]([OH:10])[CH:7]=[C:6](OCOC)[CH:5]=1.Br[C:17]1[CH:18]=[CH:19][C:20]([S:23]([CH2:26][CH3:27])(=[O:25])=[O:24])=[N:21][CH:22]=1.[OH:28][C@H:29]([CH3:33])[CH2:30][O:31][CH3:32].[NH2:34][C:35]1[CH:39]=[CH:38][NH:37][N:36]=1, predict the reaction product. (4) Given the reactants [NH2:1][C:2](=[O:34])[CH:3]([CH2:10][C:11]1[CH:16]=[CH:15][C:14]([NH:17][C:18]2[CH:23]=[C:22]([C:24]3[CH:29]=[CH:28][CH:27]=[C:26]([Cl:30])[CH:25]=3)[N:21]=[C:20]3[CH2:31][CH2:32][CH2:33][C:19]=23)=[CH:13][CH:12]=1)[C:4](OC(C)C)=[O:5].[H-].[Al+3].[Li+].[H-].[H-].[H-], predict the reaction product. The product is: [ClH:30].[Cl:30][C:26]1[CH:25]=[C:24]([C:22]2[N:21]=[C:20]3[CH2:31][CH2:32][CH2:33][C:19]3=[C:18]([NH:17][C:14]3[CH:15]=[CH:16][C:11]([CH2:10][CH:3]([CH2:4][OH:5])[C:2]([NH2:1])=[O:34])=[CH:12][CH:13]=3)[CH:23]=2)[CH:29]=[CH:28][CH:27]=1. (5) Given the reactants [CH3:1][O:2][C:3](=[O:16])[C:4]1[CH:9]=[CH:8][C:7]([CH2:10][OH:11])=[CH:6][C:5]=1[NH:12][C:13](=[O:15])[CH3:14], predict the reaction product. The product is: [CH3:1][O:2][C:3](=[O:16])[C:4]1[CH:9]=[CH:8][C:7]([CH:10]=[O:11])=[CH:6][C:5]=1[NH:12][C:13](=[O:15])[CH3:14]. (6) Given the reactants [NH:1]1[CH2:4][CH:3]([NH:5][C:6]([C:8]2[C:12]3[N:13]=[CH:14][N:15]=[C:16]([C:17]4[C:25]5[O:24][CH2:23][O:22][C:21]=5[CH:20]=[CH:19][C:18]=4[O:26][CH2:27][CH:28]4[CH2:30][CH2:29]4)[C:11]=3[NH:10][CH:9]=2)=[O:7])[CH2:2]1.Cl[C:32]([CH2:34][O:35]C(=O)C)=[O:33], predict the reaction product. The product is: [OH:35][CH2:34][C:32]([N:1]1[CH2:4][CH:3]([NH:5][C:6]([C:8]2[C:12]3[N:13]=[CH:14][N:15]=[C:16]([C:17]4[C:25]5[O:24][CH2:23][O:22][C:21]=5[CH:20]=[CH:19][C:18]=4[O:26][CH2:27][CH:28]4[CH2:30][CH2:29]4)[C:11]=3[NH:10][CH:9]=2)=[O:7])[CH2:2]1)=[O:33].